Predict the reactants needed to synthesize the given product. From a dataset of Full USPTO retrosynthesis dataset with 1.9M reactions from patents (1976-2016). (1) Given the product [OH:2][C:3]1[CH:4]=[C:5]([CH:16]=[CH:17][CH:18]=1)[O:6][C:7]1[CH:15]=[CH:14][C:10]([C:11]([OH:13])=[O:12])=[CH:9][CH:8]=1, predict the reactants needed to synthesize it. The reactants are: C[O:2][C:3]1[CH:4]=[C:5]([CH:16]=[CH:17][CH:18]=1)[O:6][C:7]1[CH:15]=[CH:14][C:10]([C:11]([OH:13])=[O:12])=[CH:9][CH:8]=1. (2) Given the product [CH3:33][O:32][NH:34][C:23]([C:20]1[CH:21]=[C:22]2[C:17](=[CH:18][C:19]=1[O:26][CH3:27])[N:16]=[CH:15][CH:14]=[C:13]2[O:12][C:11]1[CH:28]=[CH:29][C:8]([NH:7][C:5]([NH:4][CH:1]2[CH2:3][CH2:2]2)=[O:6])=[C:9]([CH3:30])[CH:10]=1)=[O:25], predict the reactants needed to synthesize it. The reactants are: [CH:1]1([NH:4][C:5]([NH:7][C:8]2[CH:29]=[CH:28][C:11]([O:12][C:13]3[C:22]4[C:17](=[CH:18][C:19]([O:26][CH3:27])=[C:20]([C:23]([OH:25])=O)[CH:21]=4)[N:16]=[CH:15][CH:14]=3)=[CH:10][C:9]=2[CH3:30])=[O:6])[CH2:3][CH2:2]1.Cl.[O:32]([NH2:34])[CH3:33]. (3) Given the product [F:1][C:2]1[CH:7]=[CH:6][C:5]([C:8]2[O:20][C:11]3[CH:12]=[C:13]([N+:25]([O-:27])=[O:26])[C:14]4[O:18][CH:17]([CH3:19])[CH2:16][C:15]=4[C:10]=3[C:9]=2[C:21]([NH:23][CH3:24])=[O:22])=[CH:4][CH:3]=1, predict the reactants needed to synthesize it. The reactants are: [F:1][C:2]1[CH:7]=[CH:6][C:5]([C:8]2[O:20][C:11]3[CH:12]=[CH:13][C:14]4[O:18][CH:17]([CH3:19])[CH2:16][C:15]=4[C:10]=3[C:9]=2[C:21]([NH:23][CH3:24])=[O:22])=[CH:4][CH:3]=1.[N+:25]([O-])([OH:27])=[O:26]. (4) Given the product [Br:1][CH:2]([C:6]1[CH:11]=[CH:10][C:9]([F:12])=[CH:8][N:7]=1)[C:3]([NH:27][C:28]1[CH:36]=[CH:35][CH:34]=[CH:33][C:29]=1[C:30]([NH2:32])=[O:31])=[O:5], predict the reactants needed to synthesize it. The reactants are: [Br:1][CH:2]([C:6]1[CH:11]=[CH:10][C:9]([F:12])=[CH:8][N:7]=1)[C:3]([OH:5])=O.C(Cl)Cl.CN(C=O)C.C(Cl)(=O)C(Cl)=O.[NH2:27][C:28]1[CH:36]=[CH:35][CH:34]=[CH:33][C:29]=1[C:30]([NH2:32])=[O:31]. (5) The reactants are: [NH:1]1[C:5](=[O:6])[CH2:4][CH2:3][C@H:2]1[C:7]([O:9][CH2:10][CH3:11])=[O:8].N1C(=O)CC[C@H]1C(O)=O.[CH2:21](O)[CH2:22][CH2:23][CH2:24][CH2:25][CH2:26]CC. Given the product [NH:1]1[C:5](=[O:6])[CH2:4][CH2:3][C@H:2]1[C:7]([O:9][CH2:10][CH2:11][CH2:21][CH2:22][CH2:23][CH2:24][CH2:25][CH3:26])=[O:8], predict the reactants needed to synthesize it. (6) Given the product [Cl:8][C:9]1[C:14]([F:15])=[CH:13][CH:12]=[C:11]([Cl:16])[C:10]=1[CH:17]([O:19][C:20]1[C:21]([NH2:26])=[N:22][CH:23]=[CH:24][CH:25]=1)[CH3:18], predict the reactants needed to synthesize it. The reactants are: CC(O)=O.CCO.[Cl:8][C:9]1[C:14]([F:15])=[CH:13][CH:12]=[C:11]([Cl:16])[C:10]=1[CH:17]([O:19][C:20]1[C:21]([N+:26]([O-])=O)=[N:22][CH:23]=[CH:24][CH:25]=1)[CH3:18].C(=O)([O-])[O-].[Na+].[Na+]. (7) Given the product [O:5]=[C:4]1[CH:6]([NH:7][C:35](=[O:36])[CH2:34][O:33][C:32]2[CH:38]=[CH:39][C:29]([C:27](=[O:28])[CH:26]([N:21]3[CH2:25][CH2:24][CH2:23][CH2:22]3)[CH2:40][CH2:41][CH3:42])=[CH:30][CH:31]=2)[CH2:1][CH2:2][S:3]1, predict the reactants needed to synthesize it. The reactants are: [CH2:1]1[CH:6]([NH2:7])[C:4](=[O:5])[S:3][CH2:2]1.Cl.CCN=C=NCCCN(C)C.Cl.[N:21]1([CH:26]([CH2:40][CH2:41][CH3:42])[C:27]([C:29]2[CH:39]=[CH:38][C:32]([O:33][CH2:34][C:35](O)=[O:36])=[CH:31][CH:30]=2)=[O:28])[CH2:25][CH2:24][CH2:23][CH2:22]1. (8) Given the product [C:20]([C:24]1[CH:29]=[C:28]([CH2:30][OH:31])[C:27]([CH3:32])=[CH:26][C:25]=1[S:33][C:3]1[C:4](=[O:19])[O:5][C:6]([CH:16]([CH3:17])[CH3:18])([CH2:8][CH2:9][C:10]2[CH:15]=[CH:14][N:13]=[CH:12][CH:11]=2)[CH2:7][C:2]=1[OH:1])([CH3:23])([CH3:22])[CH3:21], predict the reactants needed to synthesize it. The reactants are: [OH:1][C:2]1[CH2:7][C:6]([CH:16]([CH3:18])[CH3:17])([CH2:8][CH2:9][C:10]2[CH:15]=[CH:14][N:13]=[CH:12][CH:11]=2)[O:5][C:4](=[O:19])[CH:3]=1.[C:20]([C:24]1[CH:29]=[C:28]([CH2:30][OH:31])[C:27]([CH3:32])=[CH:26][C:25]=1[S:33]S(C1C=CC(C)=CC=1)(=O)=O)([CH3:23])([CH3:22])[CH3:21].C(=O)([O-])[O-].[K+].[K+]. (9) Given the product [C:1]([C:5]1[CH:10]=[C:9]([CH:8]=[C:7]([I:12])[CH:6]=1)[CH2:11][N:33]1[CH2:38][CH2:37][O:36][CH2:35][CH2:34]1)([CH3:4])([CH3:3])[CH3:2], predict the reactants needed to synthesize it. The reactants are: [C:1]([C:5]1[CH:10]=[C:9]([CH3:11])[CH:8]=[C:7]([I:12])[CH:6]=1)([CH3:4])([CH3:3])[CH3:2].C1C(=O)N(Br)C(=O)C1.CC(N=NC(C#N)(C)C)(C#N)C.[NH:33]1[CH2:38][CH2:37][O:36][CH2:35][CH2:34]1. (10) Given the product [C:17]1([C@H:15]([N:14]2[CH2:13][CH2:6][CH:5]([C:4]([CH:1]3[CH2:3][CH2:2]3)=[O:7])[CH2:23]2)[CH3:16])[CH:18]=[CH:19][CH:20]=[CH:21][CH:22]=1, predict the reactants needed to synthesize it. The reactants are: [CH:1]1([C:4](=[O:7])[CH:5]=[CH2:6])[CH2:3][CH2:2]1.C(O[CH2:13][N:14]([CH2:23][Si](C)(C)C)[C@@H:15]([C:17]1[CH:22]=[CH:21][CH:20]=[CH:19][CH:18]=1)[CH3:16])CCC.FC(F)(F)C(O)=O.